The task is: Predict the reactants needed to synthesize the given product.. This data is from Full USPTO retrosynthesis dataset with 1.9M reactions from patents (1976-2016). (1) Given the product [CH:1]1([N:4]2[C:13]3[C:8](=[C:9]([NH:18][C:19](=[O:24])[C:20]([F:23])([F:22])[F:21])[C:10]([F:17])=[C:11]([NH:37][CH2:36][CH2:35][NH:34][C:29]4[CH:30]=[CH:31][CH:32]=[CH:33][N:28]=4)[C:12]=3[O:14][CH3:15])[C:7](=[O:25])[C:6]([C:26]#[N:27])=[CH:5]2)[CH2:2][CH2:3]1, predict the reactants needed to synthesize it. The reactants are: [CH:1]1([N:4]2[C:13]3[C:8](=[C:9]([NH:18][C:19](=[O:24])[C:20]([F:23])([F:22])[F:21])[C:10]([F:17])=[C:11](F)[C:12]=3[O:14][CH3:15])[C:7](=[O:25])[C:6]([C:26]#[N:27])=[CH:5]2)[CH2:3][CH2:2]1.[N:28]1[CH:33]=[CH:32][CH:31]=[CH:30][C:29]=1[NH:34][CH2:35][CH2:36][NH2:37].C(N(CC)CC)C. (2) Given the product [Cl:1][C:2]1[CH:7]=[CH:6][C:5]([S:8]([N:11]2[CH2:16][CH2:15][CH2:14][C@@H:13]([NH:17][C:18]3[N:23]=[C:22]([C:24]4[N:31]5[C:27]([S:28][CH:29]=[CH:30]5)=[N:26][C:25]=4[C:32]4[CH:33]=[C:34]([C:35](=[O:36])[CH3:44])[CH:41]=[CH:42][CH:43]=4)[CH:21]=[CH:20][N:19]=3)[CH2:12]2)(=[O:9])=[O:10])=[CH:4][CH:3]=1, predict the reactants needed to synthesize it. The reactants are: [Cl:1][C:2]1[CH:7]=[CH:6][C:5]([S:8]([N:11]2[CH2:16][CH2:15][CH2:14][C@@H:13]([NH:17][C:18]3[N:23]=[C:22]([C:24]4[N:31]5[C:27]([S:28][CH:29]=[CH:30]5)=[N:26][C:25]=4[C:32]4[CH:33]=[C:34]([CH:41]=[CH:42][CH:43]=4)[C:35](N(OC)C)=[O:36])[CH:21]=[CH:20][N:19]=3)[CH2:12]2)(=[O:10])=[O:9])=[CH:4][CH:3]=1.[CH3:44][Mg]Cl.